From a dataset of Forward reaction prediction with 1.9M reactions from USPTO patents (1976-2016). Predict the product of the given reaction. (1) The product is: [O:28]1[CH2:27][CH2:26][CH2:3][CH2:2][CH:1]1[O:4][N:5]([C:16]([CH3:19])([CH3:18])[CH3:17])[C:6]([CH3:15])([CH3:14])[C:7]([NH:9][C:10]([CH3:13])([CH3:12])[CH3:11])=[O:8]. Given the reactants [CH2:1]([O:4][N:5]([C:16]([CH3:19])([CH3:18])[CH3:17])[C:6]([CH3:15])([CH3:14])[C:7]([NH:9][C:10]([CH3:13])([CH3:12])[CH3:11])=[O:8])[CH:2]=[CH2:3].C(N([C:26](C)(C)[C:27](NC(C)(C)C)=[O:28])O)(C)(C)C.ClC1CCCCO1, predict the reaction product. (2) Given the reactants [Cl:1][C:2]1[C:3]([CH2:9][NH:10][C:11](=O)C)=[CH:4][C:5](=[O:8])[NH:6][CH:7]=1.C(OC(=O)[NH:20][CH:21]1[CH2:26][CH2:25][CH:24]([CH2:27][NH:28][C:29]2[C:34]([N+:35]([O-:37])=[O:36])=[CH:33][N:32]=C(Cl)[N:30]=2)[CH2:23][CH2:22]1)(C)(C)C.C(N(C(C)C)CC)(C)C, predict the reaction product. The product is: [NH2:20][C@H:21]1[CH2:22][CH2:23][C@H:24]([CH2:27][NH:28][C:29]2[C:34]([N+:35]([O-:37])=[O:36])=[CH:33][N:32]=[C:11]([NH:10][CH2:9][C:3]3[C:2]([Cl:1])=[CH:7][NH:6][C:5](=[O:8])[CH:4]=3)[N:30]=2)[CH2:25][CH2:26]1. (3) Given the reactants [NH2:1][C:2]1[CH:9]=[CH:8][C:5]([C:6]#[N:7])=[C:4]([C:10]([F:13])([F:12])[F:11])[N:3]=1.[C:14](Cl)(Cl)=[S:15], predict the reaction product. The product is: [N:1]([C:2]1[CH:9]=[CH:8][C:5]([C:6]#[N:7])=[C:4]([C:10]([F:11])([F:13])[F:12])[N:3]=1)=[C:14]=[S:15]. (4) The product is: [CH2:1]([C:3]1[C:8]([C:9]([NH:35][C:33]2[CH:32]=[CH:31][CH:30]=[C:29]3[C:34]=2[N:25]=[CH:26][CH:27]=[CH:28]3)=[O:11])=[CH:7][N:6]=[C:5]([S:12][CH3:13])[N:4]=1)[CH3:2]. Given the reactants [CH2:1]([C:3]1[C:8]([C:9]([OH:11])=O)=[CH:7][N:6]=[C:5]([S:12][CH3:13])[N:4]=1)[CH3:2].CN(C)C=O.C(Cl)(=O)C(Cl)=O.[N:25]1[C:34]2[C:29](=[CH:30][CH:31]=[CH:32][C:33]=2[NH2:35])[CH:28]=[CH:27][CH:26]=1.N1C=CC=CC=1, predict the reaction product.